Dataset: Reaction yield outcomes from USPTO patents with 853,638 reactions. Task: Predict the reaction yield, written as a fraction of the theoretical maximum amount of product (1.0 means a 100% yield; for example, 0.34 means a 34% yield). The reactants are [CH3:1][O:2][C:3]1[S:7][C:6]([C:8]([OH:10])=[O:9])=[CH:5][CH:4]=1.OS(O)(=O)=O.[C:16]([O-])(O)=O.[Na+].[OH-].[Na+]. The catalyst is CO. The product is [CH3:1][O:2][C:3]1[S:7][C:6]([C:8]([O:10][CH3:16])=[O:9])=[CH:5][CH:4]=1. The yield is 0.560.